From a dataset of Merck oncology drug combination screen with 23,052 pairs across 39 cell lines. Regression. Given two drug SMILES strings and cell line genomic features, predict the synergy score measuring deviation from expected non-interaction effect. (1) Drug 1: COC1=C2CC(C)CC(OC)C(O)C(C)C=C(C)C(OC(N)=O)C(OC)C=CC=C(C)C(=O)NC(=CC1=O)C2=O. Drug 2: CCC1(O)C(=O)OCc2c1cc1n(c2=O)Cc2cc3c(CN(C)C)c(O)ccc3nc2-1. Cell line: A2780. Synergy scores: synergy=-1.70. (2) Drug 1: N#Cc1ccc(Cn2cncc2CN2CCN(c3cccc(Cl)c3)C(=O)C2)cc1. Drug 2: CCc1cnn2c(NCc3ccc[n+]([O-])c3)cc(N3CCCCC3CCO)nc12. Cell line: MSTO. Synergy scores: synergy=-7.17.